From a dataset of Human intestinal absorption (HIA) binary classification data from Hou et al.. Regression/Classification. Given a drug SMILES string, predict its absorption, distribution, metabolism, or excretion properties. Task type varies by dataset: regression for continuous measurements (e.g., permeability, clearance, half-life) or binary classification for categorical outcomes (e.g., BBB penetration, CYP inhibition). Dataset: hia_hou. (1) The compound is OC(Cn1cncn1)(Cn1cncn1)c1ccc(F)cc1F. The result is 1 (good absorption). (2) The compound is CCCCCC(=O)O[C@]1(C(C)=O)CC[C@@H]2[C@@H]3C=CC4=CC(=O)CC[C@]4(C)[C@@H]3CC[C@@]21C. The result is 1 (good absorption). (3) The drug is NS(=O)(=O)c1cc2c(cc1Cl)NCNS2(=O)=O. The result is 1 (good absorption). (4) The molecule is OCCN(CCO)c1nc(N2CCCCC2)c2nc(N(CCO)CCO)nc(N3CCCCC3)c2n1. The result is 1 (good absorption).